This data is from Reaction yield outcomes from USPTO patents with 853,638 reactions. The task is: Predict the reaction yield, written as a fraction of the theoretical maximum amount of product (1.0 means a 100% yield; for example, 0.34 means a 34% yield). (1) The reactants are Br[C:2]1[CH:7]=[C:6]([F:8])[CH:5]=[C:4]([Br:9])[CH:3]=1.[CH3:10][N:11](C=O)C.[Cu]C#N. The catalyst is N1C=CC=CC=1. The product is [Br:9][C:4]1[CH:3]=[C:2]([CH:7]=[C:6]([F:8])[CH:5]=1)[C:10]#[N:11]. The yield is 0.350. (2) The reactants are [CH2:1]1[CH:5]2[CH2:6][N:7](C(OC(C)(C)C)=O)[CH2:8][CH:4]2[CH2:3][N:2]1[C:16]([O:18][CH2:19][C:20]1[CH:25]=[CH:24][CH:23]=[CH:22][CH:21]=1)=[O:17].Cl.C([O-])([O-])=O.[K+].[K+].O. The catalyst is C(OCC)(=O)C. The product is [CH2:1]1[CH:5]2[CH2:6][NH:7][CH2:8][CH:4]2[CH2:3][N:2]1[C:16]([O:18][CH2:19][C:20]1[CH:25]=[CH:24][CH:23]=[CH:22][CH:21]=1)=[O:17]. The yield is 0.820.